From a dataset of Forward reaction prediction with 1.9M reactions from USPTO patents (1976-2016). Predict the product of the given reaction. (1) Given the reactants CCOP(OCC)([CH2:6][C:7]#[N:8])=O.CC(C)([O-])C.[K+].O=[C:19]1[CH2:22][N:21]([C:23]([O:25][C:26]([CH3:29])([CH3:28])[CH3:27])=[O:24])[CH2:20]1, predict the reaction product. The product is: [C:7]([CH:6]=[C:19]1[CH2:22][N:21]([C:23]([O:25][C:26]([CH3:29])([CH3:28])[CH3:27])=[O:24])[CH2:20]1)#[N:8]. (2) The product is: [OH:41][CH2:40][C:39]([NH:38][C:34]([CH:16]1[CH:15]([C:11]2[CH:12]=[CH:13][CH:14]=[C:9]([Cl:8])[C:10]=2[F:37])[C:19]([C:22]2[CH:23]=[CH:24][C:25]([Cl:28])=[CH:26][CH:27]=2)([C:20]#[N:21])[CH:18]([CH2:29][C:30]([CH3:32])([CH3:31])[CH3:33])[NH:17]1)=[O:35])([CH3:43])[CH3:42]. Given the reactants FC(F)(F)C(O)=O.[Cl:8][C:9]1[C:10]([F:37])=[C:11]([CH:15]2[C:19]([C:22]3[CH:27]=[CH:26][C:25]([Cl:28])=[CH:24][CH:23]=3)([C:20]#[N:21])[CH:18]([CH2:29][C:30]([CH3:33])([CH3:32])[CH3:31])[NH:17][CH:16]2[C:34](O)=[O:35])[CH:12]=[CH:13][CH:14]=1.[NH2:38][C:39]([CH3:43])([CH3:42])[CH2:40][OH:41].CN(C(ON1N=NC2C=CC=NC1=2)=[N+](C)C)C.F[P-](F)(F)(F)(F)F.CCN(C(C)C)C(C)C, predict the reaction product. (3) Given the reactants [Cl:1][C:2]1[N:10]=[C:9]([Cl:11])[C:8]([F:12])=[C:7]([CH:13]=[N:14][CH2:15][C:16]2[CH:21]=[C:20]([O:22][CH3:23])[CH:19]=[C:18]([O:24][CH3:25])[CH:17]=2)[C:3]=1[C:4](O)=[O:5].[CH3:26][Li].Cl, predict the reaction product. The product is: [Cl:1][C:2]1[C:3]2[C:4](=[O:5])[N:14]([CH2:15][C:16]3[CH:21]=[C:20]([O:22][CH3:23])[CH:19]=[C:18]([O:24][CH3:25])[CH:17]=3)[CH:13]([CH3:26])[C:7]=2[C:8]([F:12])=[C:9]([Cl:11])[N:10]=1. (4) Given the reactants S(Cl)([Cl:3])=O.[C:5]1([CH:11]([C:13]2[CH:18]=[CH:17][CH:16]=[CH:15][CH:14]=2)O)[CH:10]=[CH:9][CH:8]=[CH:7][CH:6]=1, predict the reaction product. The product is: [Cl:3][CH:11]([C:13]1[CH:18]=[CH:17][CH:16]=[CH:15][CH:14]=1)[C:5]1[CH:10]=[CH:9][CH:8]=[CH:7][CH:6]=1.